This data is from Reaction yield outcomes from USPTO patents with 853,638 reactions. The task is: Predict the reaction yield, written as a fraction of the theoretical maximum amount of product (1.0 means a 100% yield; for example, 0.34 means a 34% yield). (1) The reactants are [O:1]=[C:2]1[N:10]([CH2:11][CH2:12][CH3:13])[C:9]2[N:8]=[C:7]([C:14]34[CH2:21][CH2:20][C:17]([CH:22]=O)([CH2:18][CH2:19]3)[CH2:16][CH2:15]4)[NH:6][C:5]=2[C:4](=[O:24])[N:3]1[CH2:25][CH2:26][CH3:27].Cl.[NH2:29][OH:30].CC([O-])=O.[Na+]. The catalyst is CO.O. The product is [O:1]=[C:2]1[N:10]([CH2:11][CH2:12][CH3:13])[C:9]2[N:8]=[C:7]([C:14]34[CH2:15][CH2:16][C:17]([CH:22]=[N:29][OH:30])([CH2:18][CH2:19]3)[CH2:20][CH2:21]4)[NH:6][C:5]=2[C:4](=[O:24])[N:3]1[CH2:25][CH2:26][CH3:27]. The yield is 0.840. (2) The yield is 0.800. The reactants are [BH4-].[Na+].C(C(CCCC)C(O)=O)C.[F:13][CH:14]1[C:19](O)(O)[CH2:18][CH2:17][N:16]([C:22]([O:24][C:25]([CH3:28])([CH3:27])[CH3:26])=[O:23])[CH2:15]1.[CH2:29]([NH2:36])[C:30]1[CH:35]=[CH:34][CH:33]=[CH:32][CH:31]=1.[H-]. The product is [CH2:29]([NH:36][CH:19]1[CH2:18][CH2:17][N:16]([C:22]([O:24][C:25]([CH3:28])([CH3:27])[CH3:26])=[O:23])[CH2:15][CH:14]1[F:13])[C:30]1[CH:35]=[CH:34][CH:33]=[CH:32][CH:31]=1. The catalyst is ClCCCl.O. (3) The reactants are [CH3:1][O:2][C:3](=[O:12])[C:4]1[CH:9]=[CH:8][CH:7]=[C:6]([NH2:10])[C:5]=1[NH2:11].[CH3:13][C:14]([CH3:19])([CH3:18])[C:15](Cl)=[O:16]. The catalyst is N1C=CC=CC=1. The product is [CH3:1][O:2][C:3](=[O:12])[C:4]1[CH:9]=[CH:8][CH:7]=[C:6]([NH:10][C:15](=[O:16])[C:14]([CH3:19])([CH3:18])[CH3:13])[C:5]=1[NH2:11]. The yield is 0.780. (4) The reactants are [OH-].[NH4+:2].[Br:3][C:4]1[CH:9]=[CH:8][C:7]([C:10](=O)/[C:11](=[N:15]\[OH:16])/[CH2:12][CH2:13][CH3:14])=[CH:6][CH:5]=1.[C:18]([N:25]1[CH2:31][CH2:30][CH2:29][C@H:26]1[CH:27]=O)([O:20][C:21]([CH3:24])([CH3:23])[CH3:22])=[O:19].C(OCC)(=O)C. The catalyst is CO. The product is [Br:3][C:4]1[CH:9]=[CH:8][C:7]([C:10]2[N:2]=[C:27]([C@@H:26]3[CH2:29][CH2:30][CH2:31][N:25]3[C:18]([O:20][C:21]([CH3:24])([CH3:23])[CH3:22])=[O:19])[N:15]([OH:16])[C:11]=2[CH2:12][CH2:13][CH3:14])=[CH:6][CH:5]=1. The yield is 0.345. (5) The reactants are [F:1][C:2]1[CH:7]=[CH:6][C:5]([N:8]2[CH:11]([C:12]3[CH:17]=[CH:16][C:15]([O:18]CC4C=CC=CC=4)=[CH:14][CH:13]=3)[CH:10]([CH2:26][CH2:27][Cl:28])[C:9]2=[O:29])=[CH:4][CH:3]=1.C1CCCCC=1. The catalyst is CO.[OH-].[OH-].[Pd+2]. The product is [F:1][C:2]1[CH:3]=[CH:4][C:5]([N:8]2[CH:11]([C:12]3[CH:17]=[CH:16][C:15]([OH:18])=[CH:14][CH:13]=3)[CH:10]([CH2:26][CH2:27][Cl:28])[C:9]2=[O:29])=[CH:6][CH:7]=1. The yield is 1.00. (6) The reactants are C([O:8][C:9]1[CH:10]=[C:11]2[C:16](=[CH:17][CH:18]=1)[C:15](=[O:19])[N:14]([CH2:20][CH:21]([CH3:23])[CH3:22])[C:13]([CH2:24][NH:25][C:26](=[O:32])[O:27][C:28]([CH3:31])([CH3:30])[CH3:29])=[C:12]2[C:33]1[CH:38]=[CH:37][C:36]([F:39])=[CH:35][CH:34]=1)C1C=CC=CC=1. The catalyst is C(O)C.O1CCCC1.[C].[Pd]. The product is [F:39][C:36]1[CH:35]=[CH:34][C:33]([C:12]2[C:11]3[C:16](=[CH:17][CH:18]=[C:9]([OH:8])[CH:10]=3)[C:15](=[O:19])[N:14]([CH2:20][CH:21]([CH3:23])[CH3:22])[C:13]=2[CH2:24][NH:25][C:26](=[O:32])[O:27][C:28]([CH3:29])([CH3:31])[CH3:30])=[CH:38][CH:37]=1. The yield is 0.942.